From a dataset of Catalyst prediction with 721,799 reactions and 888 catalyst types from USPTO. Predict which catalyst facilitates the given reaction. (1) The catalyst class is: 8. Product: [NH2:2][C:1](=[N:20][OH:21])[C:3]1[CH:4]=[CH:5][C:6]([C@@H:9]([NH:11][C:12](=[O:18])[O:13][C:14]([CH3:17])([CH3:16])[CH3:15])[CH3:10])=[CH:7][CH:8]=1. Reactant: [C:1]([C:3]1[CH:8]=[CH:7][C:6]([C@@H:9]([NH:11][C:12](=[O:18])[O:13][C:14]([CH3:17])([CH3:16])[CH3:15])[CH3:10])=[CH:5][CH:4]=1)#[N:2].Cl.[NH2:20][OH:21].C(N(CC)CC)C.O. (2) Reactant: [NH2:1][C@@H:2]([C:11]([O:13][CH3:14])=[O:12])[CH2:3][C:4]1[CH:9]=[CH:8][C:7]([Cl:10])=[CH:6][CH:5]=1.[CH:15]1[CH:16]=[CH:17][C:18]2N(O)N=N[C:19]=2[CH:20]=1.CC[N:27]([CH:31]([CH3:33])[CH3:32])[CH:28]([CH3:30])[CH3:29].C(Cl)CCl.C(Cl)Cl.CN(C=[O:45])C. Product: [CH3:14][O:13][C:11](=[O:12])[CH:2]([NH:1][C:29]([CH:28]1[CH2:30][C:18]2[C:19](=[CH:20][CH:15]=[CH:16][CH:17]=2)[C:31]([CH3:33])([CH3:32])[NH:27]1)=[O:45])[CH2:3][C:4]1[CH:5]=[CH:6][C:7]([Cl:10])=[CH:8][CH:9]=1. The catalyst class is: 25. (3) Reactant: [CH2:1]([C:3]1[S:7][C:6]([C:8](=[O:20])[CH2:9][CH2:10][C:11]2[CH:16]=[C:15]([CH3:17])[C:14]([OH:18])=[C:13]([CH3:19])[CH:12]=2)=[CH:5][C:4]=1C1C=CC(C)=CC=1)[CH3:2].Cl[CH2:29][C@@H:30]([OH:33])[CH2:31][OH:32]. Product: [OH:33][C@@H:30]([CH2:31][OH:32])[CH2:29][O:18][C:14]1[C:15]([CH3:17])=[CH:16][C:11]([CH2:10][CH2:9][C:8]([C:6]2[S:7][C:3]([CH2:1][CH3:2])=[C:4]([C:12]3[CH:13]=[CH:14][CH:15]=[CH:16][C:11]=3[CH3:10])[CH:5]=2)=[O:20])=[CH:12][C:13]=1[CH3:19]. The catalyst class is: 494. (4) Reactant: [NH2:1][C@@H:2]([CH3:12])[C@@H:3]([C:5]1[CH:10]=[CH:9][C:8]([OH:11])=[CH:7][CH:6]=1)[OH:4].C(NC(C)C)(C)C.Br[CH2:21][CH2:22][O:23][C:24]1[CH:29]=[CH:28][C:27]([C:30]2[CH:35]=[CH:34][C:33]([C:36]([O:38][CH3:39])=[O:37])=[C:32]([S:40][CH:41]([CH3:43])[CH3:42])[CH:31]=2)=[CH:26][CH:25]=1. Product: [OH:4][C@H:3]([C:5]1[CH:10]=[CH:9][C:8]([OH:11])=[CH:7][CH:6]=1)[C@@H:2]([NH:1][CH2:21][CH2:22][O:23][C:24]1[CH:25]=[CH:26][C:27]([C:30]2[CH:35]=[CH:34][C:33]([C:36]([O:38][CH3:39])=[O:37])=[C:32]([S:40][CH:41]([CH3:42])[CH3:43])[CH:31]=2)=[CH:28][CH:29]=1)[CH3:12]. The catalyst class is: 42. (5) Reactant: [CH2:1]=[CH:2][C:3]1[CH:8]=[CH:7][CH:6]=[CH:5][CH:4]=1.[Cl-:9].[CH:10]([CH2:12][N+:13]([CH2:16][C:17]1[CH:22]=[CH:21][CH:20]=[CH:19][CH:18]=1)([CH3:15])[CH3:14])=[CH2:11].COCCO. Product: [CH2:1]=[CH:2][C:3]1[CH:8]=[CH:7][CH:6]=[CH:5][CH:4]=1.[Cl-:9].[CH:10]([CH2:12][N+:13]([CH2:16][C:17]1[CH:18]=[CH:19][CH:20]=[CH:21][CH:22]=1)([CH3:15])[CH3:14])=[CH2:11]. The catalyst class is: 81. (6) Reactant: [Mg].II.[CH2:4](Br)[CH2:5][CH2:6][CH2:7][CH2:8]/[CH:9]=[CH:10]\[CH2:11]/[CH:12]=[CH:13]\[CH2:14]/[CH:15]=[CH:16]\[CH2:17][CH2:18][CH2:19][CH2:20][CH3:21].C([O:25][CH2:26][CH3:27])=O.[OH-].[K+]. Product: [CH2:4]([CH:26]([CH2:27][CH2:20][CH2:19][CH2:18][CH2:17]/[CH:16]=[CH:15]\[CH2:14]/[CH:13]=[CH:12]\[CH2:11]/[CH:10]=[CH:9]\[CH2:8][CH2:7][CH2:6][CH2:5][CH3:4])[OH:25])[CH2:5][CH2:6][CH2:7][CH2:8]/[CH:9]=[CH:10]\[CH2:11]/[CH:12]=[CH:13]\[CH2:14]/[CH:15]=[CH:16]\[CH2:17][CH2:18][CH2:19][CH2:20][CH3:21]. The catalyst class is: 27. (7) Reactant: Cl[C:2]1[C:11]2[C:6](=[CH:7][C:8]([F:13])=[CH:9][C:10]=2[F:12])[N:5]=[C:4]([C:14]2[CH:15]=[N:16][CH:17]=[C:18]([S:20]([CH3:23])(=[O:22])=[O:21])[CH:19]=2)[C:3]=1[CH3:24].[O:25]1[CH2:30][CH2:29][N:28]([C:31]2[C:36]([NH2:37])=[CH:35][C:34]([N:38]3[CH2:43][CH2:42][O:41][CH2:40][CH2:39]3)=[CH:33][N:32]=2)[CH2:27][CH2:26]1.CC(C1C=C(C(C)C)C(C2C=CC=CC=2P(C2CCCCC2)C2CCCCC2)=C(C(C)C)C=1)C.CC(C)([O-])C.[Na+]. Product: [O:25]1[CH2:30][CH2:29][N:28]([C:31]2[C:36]([NH:37][C:2]3[C:11]4[C:6](=[CH:7][C:8]([F:13])=[CH:9][C:10]=4[F:12])[N:5]=[C:4]([C:14]4[CH:15]=[N:16][CH:17]=[C:18]([S:20]([CH3:23])(=[O:22])=[O:21])[CH:19]=4)[C:3]=3[CH3:24])=[CH:35][C:34]([N:38]3[CH2:39][CH2:40][O:41][CH2:42][CH2:43]3)=[CH:33][N:32]=2)[CH2:27][CH2:26]1. The catalyst class is: 187.